Binary Classification. Given a miRNA mature sequence and a target amino acid sequence, predict their likelihood of interaction. From a dataset of Experimentally validated miRNA-target interactions with 360,000+ pairs, plus equal number of negative samples. The miRNA is hsa-miR-4418 with sequence CACUGCAGGACUCAGCAG. The protein sequence of the target gene is MARPVQLAPGSLALVLCRLEAQKAAGAAEEPGGRAVFRAFRRANARCFWNARLARAASRLAFQGWLRRGVLLVRAPPACLQVLRDAWRRRALRPPRGFRIRAVGDVFPVQMNPITQSQFVPLGEVLCCAISDMNTAQIVVTQESLLERLMKHYPGIAIPSEDILYTTLGTLIKERKIYHTGEGYFIVTPQTYFITNTTTQENKRMLPSDESRLMPASMTYLVSMESCAESAQENAAPISHCQSCQCFRDMHTQDVQEAPVAAEVTRKSHRGLGESVSWVQNGAVSVSAEHHICESTKPLP.... Result: 0 (no interaction).